From a dataset of CYP3A4 inhibition data for predicting drug metabolism from PubChem BioAssay. Regression/Classification. Given a drug SMILES string, predict its absorption, distribution, metabolism, or excretion properties. Task type varies by dataset: regression for continuous measurements (e.g., permeability, clearance, half-life) or binary classification for categorical outcomes (e.g., BBB penetration, CYP inhibition). Dataset: cyp3a4_veith. (1) The molecule is CN1CCN(c2ncc3nc(-c4cccs4)c(=O)n(CCc4ccccc4)c3n2)CC1. The result is 1 (inhibitor). (2) The drug is Cc1cc(Br)ccc1NCc1ccccn1.O=C(O)C(=O)O. The result is 1 (inhibitor). (3) The drug is Cc1ccc(C(=O)C2=C(O)C(=O)N(CCCn3ccnc3)C2c2ccc(OC(C)C)cc2)o1. The result is 1 (inhibitor). (4) The molecule is CCOc1ccc(/C(O)=C2/C(=O)C(=O)N(CCOCCO)C2c2cccnc2)cc1. The result is 0 (non-inhibitor). (5) The result is 0 (non-inhibitor). The molecule is O=C(NCc1cccnc1)[C@H]1[C@@H]2CC[C@@H](O2)[C@@H]1C(=O)O. (6) The result is 1 (inhibitor). The drug is COc1ncc2nc(-c3ccccc3)c(=O)n(CCc3ccccc3)c2n1. (7) The compound is Clc1ccccc1-c1nc(NC2CCNCC2)c2ccccc2n1. The result is 0 (non-inhibitor).